From a dataset of Forward reaction prediction with 1.9M reactions from USPTO patents (1976-2016). Predict the product of the given reaction. (1) The product is: [CH3:46][C:38]1([CH3:45])[C:39]2[C:44](=[CH:43][CH:42]=[CH:41][CH:40]=2)[N:36]([CH2:35][CH2:34][CH2:33][N:9]2[CH2:10][CH2:11][C:6]3([N:5]([C:12]4[CH:13]=[CH:14][CH:15]=[CH:16][CH:17]=4)[CH2:4][N:3]([CH2:18][C:19]4[CH:20]=[C:21]([CH:29]=[CH:30][CH:31]=4)[C:22]([O:24][C:25]([CH3:28])([CH3:26])[CH3:27])=[O:23])[C:2]3=[O:1])[CH2:7][CH2:8]2)[C:37]1=[O:47]. Given the reactants [O:1]=[C:2]1[C:6]2([CH2:11][CH2:10][NH:9][CH2:8][CH2:7]2)[N:5]([C:12]2[CH:17]=[CH:16][CH:15]=[CH:14][CH:13]=2)[CH2:4][N:3]1[CH2:18][C:19]1[CH:20]=[C:21]([CH:29]=[CH:30][CH:31]=1)[C:22]([O:24][C:25]([CH3:28])([CH3:27])[CH3:26])=[O:23].Cl[CH2:33][CH2:34][CH2:35][N:36]1[C:44]2[C:39](=[CH:40][CH:41]=[CH:42][CH:43]=2)[C:38]([CH3:46])([CH3:45])[C:37]1=[O:47].[I-].[Na+].C(=O)([O-])[O-].[K+].[K+], predict the reaction product. (2) Given the reactants O(P(O[C:18]1[C@H:24]([CH3:25])[C@@H:23]2[N:20]([C:21](=[O:29])[C@@H:22]2[C@H:26]([OH:28])[CH3:27])[C:19]=1[C:30]([O:32][CH2:33][C:34]1[CH:39]=[CH:38][C:37]([N+:40]([O-:42])=[O:41])=[CH:36][CH:35]=1)=[O:31])(OC1C=CC=CC=1)=O)C1C=CC=CC=1.[SH:43][CH:44]1[CH2:47][N:46]([S:48]([NH:51][CH2:52][CH:53]([OH:56])[CH2:54][NH2:55])(=[O:50])=[O:49])[CH2:45]1, predict the reaction product. The product is: [OH:56][CH:53]([CH2:54][NH2:55])[CH2:52][NH:51][S:48]([N:46]1[CH2:47][CH:44]([S:43][C:18]2[C@H:24]([CH3:25])[C@H:23]3[N:20]([C:21](=[O:29])[C@@H:22]3[C@H:26]([OH:28])[CH3:27])[C:19]=2[C:30]([O:32][CH2:33][C:34]2[CH:35]=[CH:36][C:37]([N+:40]([O-:42])=[O:41])=[CH:38][CH:39]=2)=[O:31])[CH2:45]1)(=[O:49])=[O:50]. (3) Given the reactants FC(F)(F)C(O)=O.[CH3:8][O:9][C:10](=[O:53])[CH:11]([C:13]1[CH:18]=[CH:17][C:16]([C:19]2[CH:24]=[CH:23][C:22]([C:25]([C:30]3[CH:35]=[CH:34][C:33]([CH2:36][CH2:37][CH:38]([O:43][Si](C(C)(C)C)(C)C)[C:39]([CH3:42])([CH3:41])[CH3:40])=[C:32]([CH3:51])[CH:31]=3)([CH2:28][CH3:29])[CH2:26][CH3:27])=[CH:21][C:20]=2[CH3:52])=[CH:15][CH:14]=1)[OH:12], predict the reaction product. The product is: [CH3:8][O:9][C:10](=[O:53])[CH:11]([C:13]1[CH:14]=[CH:15][C:16]([C:19]2[CH:24]=[CH:23][C:22]([C:25]([CH2:26][CH3:27])([C:30]3[CH:35]=[CH:34][C:33]([CH2:36][CH2:37][CH:38]([OH:43])[C:39]([CH3:41])([CH3:42])[CH3:40])=[C:32]([CH3:51])[CH:31]=3)[CH2:28][CH3:29])=[CH:21][C:20]=2[CH3:52])=[CH:17][CH:18]=1)[OH:12]. (4) Given the reactants [CH3:1][N:2]1[CH2:7][CH2:6][N:5]([CH:8]2[C:17]3[C:12](=[CH:13][CH:14]=[C:15]([C:18]4[CH:23]=[CH:22][N:21]=[CH:20][CH:19]=4)[CH:16]=3)[CH2:11][CH2:10][CH2:9]2)[CH2:4][CH2:3]1, predict the reaction product. The product is: [CH3:1][N:2]1[CH2:3][CH2:4][N:5]([CH:8]2[C:17]3[C:12](=[CH:13][CH:14]=[C:15]([CH:18]4[CH2:23][CH2:22][NH:21][CH2:20][CH2:19]4)[CH:16]=3)[CH2:11][CH2:10][CH2:9]2)[CH2:6][CH2:7]1. (5) Given the reactants [Cl:1][C:2]1[CH:3]=[C:4]([CH:6]=[CH:7][C:8]=1[F:9])[NH2:5].[C:10](#[N:17])[C:11]1[CH:16]=[CH:15][CH:14]=[CH:13][CH:12]=1, predict the reaction product. The product is: [Cl:1][C:2]1[CH:3]=[C:4]([NH:5][C:10](=[NH:17])[C:11]2[CH:16]=[CH:15][CH:14]=[CH:13][CH:12]=2)[CH:6]=[CH:7][C:8]=1[F:9]. (6) Given the reactants ON1C2C=CC=CC=2N=N1.[S:11]1[C:15]2[CH:16]=[CH:17][C:18]([CH2:20][O:21][CH2:22][C:23]3[O:27][N:26]=[C:25]([C:28]([OH:30])=O)[CH:24]=3)=[CH:19][C:14]=2[CH:13]=[CH:12]1.Cl.[O:32]1[CH2:36][CH2:35][CH:34]([CH2:37][NH2:38])[CH2:33]1.C(N(CC)CC)C.Cl.C(N=C=NCCCN(C)C)C.Cl, predict the reaction product. The product is: [O:32]1[CH2:36][CH2:35][CH:34]([CH2:37][NH:38][C:28]([C:25]2[CH:24]=[C:23]([CH2:22][O:21][CH2:20][C:18]3[CH:17]=[CH:16][C:15]4[S:11][CH:12]=[CH:13][C:14]=4[CH:19]=3)[O:27][N:26]=2)=[O:30])[CH2:33]1. (7) Given the reactants [F:1][C:2]1[CH:3]=[C:4]([C:17]2[CH:22]=[CH:21][C:20]([S:23]([CH3:26])(=[O:25])=[O:24])=[CH:19][CH:18]=2)[CH:5]=[C:6]([F:16])[C:7]=1[O:8][CH:9]1[CH2:14][CH2:13][CH:12]([OH:15])[CH2:11][CH2:10]1.CCN(CC)CC.[CH3:34][S:35](Cl)(=[O:37])=[O:36], predict the reaction product. The product is: [CH3:34][S:35]([O:15][CH:12]1[CH2:11][CH2:10][CH:9]([O:8][C:7]2[C:2]([F:1])=[CH:3][C:4]([C:17]3[CH:22]=[CH:21][C:20]([S:23]([CH3:26])(=[O:25])=[O:24])=[CH:19][CH:18]=3)=[CH:5][C:6]=2[F:16])[CH2:14][CH2:13]1)(=[O:37])=[O:36]. (8) Given the reactants [CH3:1][C:2]1[CH:7]=[C:6]([CH3:8])[CH:5]=[CH:4][C:3]=1[OH:9].[Cl:10][C:11]1[CH:16]=[CH:15][CH:14]=[C:13](Cl)[N:12]=1.C(=O)([O-])[O-].[K+].[K+], predict the reaction product. The product is: [Cl:10][C:11]1[CH:16]=[CH:15][CH:14]=[C:13]([O:9][C:3]2[CH:4]=[CH:5][C:6]([CH3:8])=[CH:7][C:2]=2[CH3:1])[N:12]=1. (9) Given the reactants [Cl:1][C:2]1[CH:7]=[CH:6][C:5]([C:8]2[CH:13]=[N:12][N:11]3[C:14](=[O:17])[NH:15][N:16]=[C:10]3[C:9]=2[C:18]2[CH:23]=[CH:22][C:21]([Cl:24])=[CH:20][CH:19]=2)=[CH:4][CH:3]=1.C1C=CC(P(C2C=CC=CC=2)C2C=CC=CC=2)=CC=1.[O:44]1[CH2:49][CH2:48][N:47]([C:50]2[N:55]=[CH:54][C:53]([CH2:56]O)=[CH:52][CH:51]=2)[CH2:46][CH2:45]1, predict the reaction product. The product is: [Cl:1][C:2]1[CH:7]=[CH:6][C:5]([C:8]2[CH:13]=[N:12][N:11]3[C:14](=[O:17])[N:15]([CH2:56][C:53]4[CH:54]=[N:55][C:50]([N:47]5[CH2:48][CH2:49][O:44][CH2:45][CH2:46]5)=[CH:51][CH:52]=4)[N:16]=[C:10]3[C:9]=2[C:18]2[CH:23]=[CH:22][C:21]([Cl:24])=[CH:20][CH:19]=2)=[CH:4][CH:3]=1. (10) Given the reactants [Br:1][C:2]1[S:3][C:4]([C:12]([C:14]2[CH:22]=[C:21]3[C:17]([CH:18]=[C:19]([C:23]4[CH:28]=[CH:27][CH:26]=[CH:25][CH:24]=4)[NH:20]3)=[CH:16][CH:15]=2)=[O:13])=[CH:5][C:6]=1[CH2:7][C:8]([O:10][CH3:11])=[O:9].Br[CH2:30][CH2:31][CH2:32][CH2:33][N:34]1[C:38](=[O:39])[C:37]2=[CH:40][CH:41]=[CH:42][CH:43]=[C:36]2[C:35]1=[O:44], predict the reaction product. The product is: [Br:1][C:2]1[S:3][C:4]([C:12]([C:14]2[CH:22]=[C:21]3[C:17]([CH:18]=[C:19]([C:23]4[CH:28]=[CH:27][CH:26]=[CH:25][CH:24]=4)[N:20]3[CH2:30][CH2:31][CH2:32][CH2:33][N:34]3[C:38](=[O:39])[C:37]4[C:36](=[CH:43][CH:42]=[CH:41][CH:40]=4)[C:35]3=[O:44])=[CH:16][CH:15]=2)=[O:13])=[CH:5][C:6]=1[CH2:7][C:8]([O:10][CH3:11])=[O:9].